Dataset: Catalyst prediction with 721,799 reactions and 888 catalyst types from USPTO. Task: Predict which catalyst facilitates the given reaction. (1) Reactant: [Cl:1][C:2]1[CH:7]=[C:6]([Cl:8])[CH:5]=[CH:4][C:3]=1[NH:9][C:10]([NH:12][C:13]1[C:14]([NH:23][CH2:24][CH2:25][CH2:26][OH:27])=[C:15]([CH:20]=[CH:21][CH:22]=1)[C:16]([O:18][CH3:19])=[O:17])=S.C(N(CC)CC)C.Cl.C(N=C=NCCCN(C)C)C. Product: [Cl:1][C:2]1[CH:7]=[C:6]([Cl:8])[CH:5]=[CH:4][C:3]=1[NH:9][C:10]1[N:23]([CH2:24][CH2:25][CH2:26][OH:27])[C:14]2[C:15]([C:16]([O:18][CH3:19])=[O:17])=[CH:20][CH:21]=[CH:22][C:13]=2[N:12]=1. The catalyst class is: 30. (2) Product: [C:1]([O:5][C:6]([N:8]1[CH2:13][CH2:12][CH:11]([C:14]2[S:15][CH:16]=[CH:17][C:18]=2[CH2:19][OH:20])[CH2:10][CH2:9]1)=[O:7])([CH3:4])([CH3:2])[CH3:3]. Reactant: [C:1]([O:5][C:6]([N:8]1[CH2:13][CH2:12][CH:11]([C:14]2[S:15][CH:16]=[CH:17][C:18]=2[C:19](OC)=[O:20])[CH2:10][CH2:9]1)=[O:7])([CH3:4])([CH3:3])[CH3:2].CO. The catalyst class is: 1. (3) Product: [CH3:19][O:18][C:16]([C:15]1[C:14](=[O:21])[N:13]([CH2:22][C:23]2[CH:28]=[CH:27][CH:26]=[CH:25][CH:24]=2)[N:6]2[C:7]([Cl:12])=[C:8]([Cl:11])[C:9]([Cl:10])=[C:5]2[C:3]=1[OH:2])=[O:17]. The catalyst class is: 5. Reactant: C[O:2][C:3]([C:5]1[N:6]([N:13]([CH2:22][C:23]2[CH:28]=[CH:27][CH:26]=[CH:25][CH:24]=2)[C:14](=[O:21])[CH2:15][C:16]([O:18][CH2:19]C)=[O:17])[C:7]([Cl:12])=[C:8]([Cl:11])[C:9]=1[Cl:10])=O.C[O-].[Na+].